From a dataset of Aqueous solubility values for 9,982 compounds from the AqSolDB database. Regression/Classification. Given a drug SMILES string, predict its absorption, distribution, metabolism, or excretion properties. Task type varies by dataset: regression for continuous measurements (e.g., permeability, clearance, half-life) or binary classification for categorical outcomes (e.g., BBB penetration, CYP inhibition). For this dataset (solubility_aqsoldb), we predict Y. (1) The compound is O=C(N[C@H](C(=O)O)C1CCCCC1)OCc1ccccc1. The Y is -3.29 log mol/L. (2) The molecule is O=O. The Y is 0.0691 log mol/L. (3) The compound is CC(C)CCCCCOC(=O)c1ccccc1C(=O)OCCCCCC(C)C. The Y is -6.64 log mol/L. (4) The molecule is CCCCCCCCCCOC(=O)C(C)O. The Y is -3.06 log mol/L. (5) The molecule is CCOC(=O)CNC(=O)COC(=O)c1ccccc1OC(C)=O. The Y is -1.87 log mol/L. (6) The molecule is CC(=O)/C=C/C1C(C)=CCCC1(C)C. The Y is -3.26 log mol/L. (7) The compound is C[NH3+].[Cl-]. The Y is -1.80 log mol/L.